Predict the product of the given reaction. From a dataset of Forward reaction prediction with 1.9M reactions from USPTO patents (1976-2016). (1) Given the reactants [NH:1]([C:18]([O:20][CH2:21][C:22]1[CH:27]=[CH:26][CH:25]=[CH:24][CH:23]=1)=[O:19])[C@@H:2]([C:8]([O:10][CH2:11][C:12]1[CH:17]=[CH:16][CH:15]=[CH:14][CH:13]=1)=[O:9])[CH2:3][CH2:4][C:5](=[O:7])O.[NH2:28][C@@H:29]([C:40]([OH:42])=[O:41])[CH2:30][C:31]1[C:39]2[C:34](=[CH:35][CH:36]=[CH:37][CH:38]=2)[NH:33][CH:32]=1, predict the reaction product. The product is: [NH:1]([C:18]([O:20][CH2:21][C:22]1[CH:27]=[CH:26][CH:25]=[CH:24][CH:23]=1)=[O:19])[C@@H:2]([C:8]([O:10][CH2:11][C:12]1[CH:17]=[CH:16][CH:15]=[CH:14][CH:13]=1)=[O:9])[CH2:3][CH2:4][C:5]([NH:28][C@@H:29]([C:40]([OH:42])=[O:41])[CH2:30][C:31]1[C:39]2[C:34](=[CH:35][CH:36]=[CH:37][CH:38]=2)[NH:33][CH:32]=1)=[O:7]. (2) Given the reactants [O:1]1[CH2:6][CH2:5][NH:4][C:3]2[CH:7]=[N:8][CH:9]=[CH:10][C:2]1=2.[CH3:11][O:12][C:13]1[CH:17]=[C:16]([C:18](Cl)=[O:19])[O:15][N:14]=1.C(N(CC)CC)C.O, predict the reaction product. The product is: [O:1]1[CH2:6][CH2:5][N:4]([C:18]([C:16]2[O:15][N:14]=[C:13]([O:12][CH3:11])[CH:17]=2)=[O:19])[C:3]2[CH:7]=[N:8][CH:9]=[CH:10][C:2]1=2. (3) Given the reactants C([NH:11][CH2:12][C:13](=[O:33])[CH2:14][CH2:15][C:16]([O:18][CH2:19][CH2:20][CH2:21][CH2:22][C:23]([O:25]CC1C=CC=CC=1)=[O:24])=[O:17])(OCC1C=CC=CC=1)=O.[ClH:34], predict the reaction product. The product is: [ClH:34].[NH2:11][CH2:12][C:13](=[O:33])[CH2:14][CH2:15][C:16]([O:18][CH2:19][CH2:20][CH2:21][CH2:22][C:23]([OH:25])=[O:24])=[O:17]. (4) Given the reactants C([C@@H:8]1[CH2:12][O:11]C(=O)N1)C1C=CC=CC=1.C([Li])CCC.[N:19]([CH:22]([C:24]1[CH:25]=[C:26]([C:30](=[O:32])[CH3:31])[CH:27]=[CH:28][CH:29]=1)C)=C=O, predict the reaction product. The product is: [CH3:31][C:30]1([C:26]2[CH:25]=[C:24]([CH:29]=[CH:28][CH:27]=2)[C:22]#[N:19])[O:32][CH2:8][CH2:12][O:11]1. (5) Given the reactants [CH2:1]([N:8]1[C:12]2[CH:13]=[CH:14][CH:15]=[C:16]([CH2:17][CH:18]=[O:19])[C:11]=2[NH:10][C:9]1=[O:20])[C:2]1[CH:7]=[CH:6][CH:5]=[CH:4][CH:3]=1.C1(C)C=CC(S(O)(=O)=O)=CC=1, predict the reaction product. The product is: [CH2:1]([N:8]1[C:12]2[CH:13]=[CH:14][CH:15]=[C:16]([CH2:17][CH2:18][OH:19])[C:11]=2[NH:10][C:9]1=[O:20])[C:2]1[CH:3]=[CH:4][CH:5]=[CH:6][CH:7]=1. (6) Given the reactants [CH3:1][C:2]1[CH:7]=[C:6]([CH3:8])N=[C:4]([N:9]2[C@@H:16]3[CH:11]([CH2:12][CH2:13][NH:14][CH2:15]3)[CH2:10]2)[N:3]=1.[F:17][C:18]1[CH:26]=[CH:25][CH:24]=[C:23]([N:27]2[N:31]=[CH:30][CH:29]=[N:28]2)[C:19]=1[C:20](O)=[O:21].S1C=CC=C1C1C=CC=CC=1C(O)=O, predict the reaction product. The product is: [F:17][C:18]1[CH:26]=[CH:25][CH:24]=[C:23]([N:27]2[N:31]=[CH:30][CH:29]=[N:28]2)[C:19]=1[C:20]([N:14]1[CH2:13][CH2:12][C@@H:11]2[C@@H:16]([N:9]([C:4]3[CH:8]=[CH:6][CH:7]=[C:2]([CH3:1])[N:3]=3)[CH2:10]2)[CH2:15]1)=[O:21]. (7) Given the reactants Cl[C:2]1[CH:3]=[C:4]([NH:11][C:12]2[CH:17]=[CH:16][CH:15]=[C:14]([N:18]3[CH2:22][CH2:21][CH:20]([CH3:23])[CH2:19]3)[N:13]=2)[C:5]2[N:6]([CH:8]=[CH:9][N:10]=2)[N:7]=1.[C:24]1(B(O)O)[CH:29]=[CH:28][CH:27]=[CH:26][CH:25]=1.CC(C1C=C(C(C)C)C(C2C=CC=CC=2P(C2CCCCC2)C2CCCCC2)=C(C(C)C)C=1)C.C([O-])([O-])=O.[Na+].[Na+], predict the reaction product. The product is: [CH3:23][CH:20]1[CH2:21][CH2:22][N:18]([C:14]2[N:13]=[C:12]([NH:11][C:4]3[C:5]4[N:6]([CH:8]=[CH:9][N:10]=4)[N:7]=[C:2]([C:24]4[CH:29]=[CH:28][CH:27]=[CH:26][CH:25]=4)[CH:3]=3)[CH:17]=[CH:16][CH:15]=2)[CH2:19]1. (8) Given the reactants [NH2:1][C:2]1[C:3]([OH:13])=[C:4]([S:9]([NH2:12])(=[O:11])=[O:10])[C:5]([Cl:8])=[CH:6][CH:7]=1.[CH:14]([N:17]=[C:18]=[O:19])([CH3:16])[CH3:15], predict the reaction product. The product is: [NH2:12][S:9]([C:4]1[C:3]([OH:13])=[C:2]([NH:1][C:18]([NH:17][CH:14]([CH3:16])[CH3:15])=[O:19])[CH:7]=[CH:6][C:5]=1[Cl:8])(=[O:11])=[O:10]. (9) Given the reactants [O:1]1[C:11](=[O:12])[CH2:10][CH2:9][CH2:8][CH2:7][CH2:6][CH2:5][CH2:4][CH2:3][C:2]1=[O:13].C([O:17][C:18]1[CH:23]=[CH:22][C:21]([O:24]C(=O)C)=[CH:20][CH:19]=1)(=O)C.[Cl-].[Cl-].[Cl-].[Al+3], predict the reaction product. The product is: [OH:17][C:18]1[CH:23]=[CH:22][C:21]([OH:24])=[CH:20][C:19]=1[C:2](=[O:13])[CH2:3][CH2:4][CH2:5][CH2:6][CH2:7][CH2:8][CH2:9][CH2:10][C:11]([OH:1])=[O:12].